Dataset: Catalyst prediction with 721,799 reactions and 888 catalyst types from USPTO. Task: Predict which catalyst facilitates the given reaction. (1) Reactant: [CH:1]1[N:5]=[CH:4][N:3]([C:6]([N:8]2C=N[CH:10]=[CH:9]2)=[O:7])[CH:2]=1.C(N(CC)CC)C.Cl.Cl.[N:22]1([C:29]2[CH:34]=[CH:33][CH:32]=[CH:31][N:30]=2)[CH2:27]CC(N)[CH2:24][CH2:23]1. Product: [N:22]1([C:29]2[CH:34]=[CH:33][CH:32]=[CH:31][N:30]=2)[CH2:27][CH2:10][CH:9]([NH:8][C:6]([N:3]2[CH:2]=[CH:1][N:5]=[CH:4]2)=[O:7])[CH2:24][CH2:23]1. The catalyst class is: 2. (2) Reactant: [N:1]#[C:2]Br.[F:4][C:5]([F:40])([F:39])[C:6]1[CH:7]=[C:8]([CH:32]=[C:33]([C:35]([F:38])([F:37])[F:36])[CH:34]=1)[CH2:9][NH:10][C@@H:11]1[C:20]2[C:15](=[CH:16][CH:17]=[C:18]([C:21]([F:24])([F:23])[F:22])[CH:19]=2)[N:14]([C:25]([O:27][CH2:28][CH3:29])=[O:26])[C@H:13]([CH2:30][CH3:31])[CH2:12]1.C(=O)([O-])[O-].[Na+].[Na+]. Product: [F:36][C:35]([F:37])([F:38])[C:33]1[CH:32]=[C:8]([CH:7]=[C:6]([C:5]([F:4])([F:39])[F:40])[CH:34]=1)[CH2:9][N:10]([C@@H:11]1[C:20]2[C:15](=[CH:16][CH:17]=[C:18]([C:21]([F:24])([F:23])[F:22])[CH:19]=2)[N:14]([C:25]([O:27][CH2:28][CH3:29])=[O:26])[C@H:13]([CH2:30][CH3:31])[CH2:12]1)[C:2]#[N:1]. The catalyst class is: 14. (3) The catalyst class is: 5. Product: [NH:1]1[C:9]2=[CH:8][N:7]=[CH:6][CH:5]=[C:4]2[C:3]([C:13]2[CH2:18][CH2:17][N:16]([C:19]([O:21][C:22]([CH3:25])([CH3:24])[CH3:23])=[O:20])[CH2:15][CH:14]=2)=[CH:2]1. Reactant: [NH:1]1[C:9]2[C:4](=[CH:5][CH:6]=[N:7][CH:8]=2)[CH:3]=[CH:2]1.[OH-].[K+].O=[C:13]1[CH2:18][CH2:17][N:16]([C:19]([O:21][C:22]([CH3:25])([CH3:24])[CH3:23])=[O:20])[CH2:15][CH2:14]1. (4) Reactant: [Si:1]([O:8][C:9]1[CH:15]=[C:14]([N+:16]([O-:18])=[O:17])[CH:13]=[CH:12][C:10]=1[NH2:11])([C:4]([CH3:7])([CH3:6])[CH3:5])([CH3:3])[CH3:2].C([O-])(O)=O.[Na+].[C:24](Cl)(Cl)=[S:25]. Product: [Si:1]([O:8][C:9]1[CH:15]=[C:14]([N+:16]([O-:18])=[O:17])[CH:13]=[CH:12][C:10]=1[NH:11][C:24]([NH:11][C:10]1[CH:12]=[CH:13][CH:14]=[CH:15][CH:9]=1)=[S:25])([C:4]([CH3:7])([CH3:6])[CH3:5])([CH3:3])[CH3:2]. The catalyst class is: 146. (5) Reactant: C([Li])CCC.[CH3:6][O:7][CH:8]([O:15][CH3:16])[C:9]1[CH:14]=[CH:13][N:12]=[CH:11][CH:10]=1.[F:17][C:18]1[CH:25]=[CH:24][C:21]([CH2:22]Cl)=[CH:20][CH:19]=1.[Cl-].[NH4+]. Product: [F:17][C:18]1[CH:25]=[CH:24][C:21]([CH2:22][C:8]([C:9]2[CH:14]=[CH:13][N:12]=[CH:11][CH:10]=2)([O:15][CH3:16])[O:7][CH3:6])=[CH:20][CH:19]=1. The catalyst class is: 392.